From a dataset of TCR-epitope binding with 47,182 pairs between 192 epitopes and 23,139 TCRs. Binary Classification. Given a T-cell receptor sequence (or CDR3 region) and an epitope sequence, predict whether binding occurs between them. (1) The epitope is ALSKGVHFV. The TCR CDR3 sequence is CASSVEGAGTEAFF. Result: 0 (the TCR does not bind to the epitope). (2) The epitope is SLVKPSFYV. The TCR CDR3 sequence is CASSDGMTYEQYF. Result: 0 (the TCR does not bind to the epitope). (3) The epitope is RIFTIGTVTLK. The TCR CDR3 sequence is CASSQEGSGSAGELFF. Result: 1 (the TCR binds to the epitope). (4) The epitope is NLVPMVATV. The TCR CDR3 sequence is CASSRAGTGGSETQYF. Result: 0 (the TCR does not bind to the epitope).